From a dataset of Catalyst prediction with 721,799 reactions and 888 catalyst types from USPTO. Predict which catalyst facilitates the given reaction. (1) The catalyst class is: 15. Product: [O:14]1[C:18]2[CH:19]=[CH:20][C:21]([C:23]3[NH:13][C:12]4[N:11]([N:10]=[CH:9][C:8]=4[CH2:1][C:2]4[CH:3]=[CH:4][CH:5]=[CH:6][CH:7]=4)[C:25](=[O:26])[CH:24]=3)=[CH:22][C:17]=2[O:16][CH2:15]1. Reactant: [CH2:1]([C:8]1[CH:9]=[N:10][NH:11][C:12]=1[NH2:13])[C:2]1[CH:7]=[CH:6][CH:5]=[CH:4][CH:3]=1.[O:14]1[C:18]2[CH:19]=[CH:20][C:21]([C:23](=O)[CH2:24][C:25](OCC)=[O:26])=[CH:22][C:17]=2[O:16][CH2:15]1. (2) Reactant: [Na].[C:2]([O:10][CH2:11][CH3:12])(=[O:9])[CH2:3][C:4]([O:6]CC)=O.[CH3:13][S:14][CH2:15][CH2:16]/[CH:17]=[CH:18]/[C:19](=[O:21])[CH3:20]. Product: [CH3:13][S:14][CH2:15][CH2:16][CH:17]1[CH2:18][C:19](=[O:21])[CH2:20][C:4](=[O:6])[CH:3]1[C:2]([O:10][CH2:11][CH3:12])=[O:9]. The catalyst class is: 8.